This data is from Reaction yield outcomes from USPTO patents with 853,638 reactions. The task is: Predict the reaction yield, written as a fraction of the theoretical maximum amount of product (1.0 means a 100% yield; for example, 0.34 means a 34% yield). (1) The reactants are [Cl:1][C:2]1[CH:7]=[CH:6][CH:5]=[CH:4][C:3]=1[CH:8](O)[C:9]1[S:13][C:12]([NH:14][C:15]([C:17]2([C:20]3[CH:28]=[CH:27][C:23]4[O:24][CH2:25][O:26][C:22]=4[CH:21]=3)[CH2:19][CH2:18]2)=[O:16])=[N:11][CH:10]=1.C(N(CC)CC)C.CS(Cl)(=O)=O.[NH:42]1[CH2:46][CH2:45][C@@H:44]([OH:47])[CH2:43]1. The catalyst is ClCCl. The product is [O:24]1[C:23]2[CH:27]=[CH:28][C:20]([C:17]3([C:15]([NH:14][C:12]4[S:13][C:9]([CH:8]([C:3]5[CH:4]=[CH:5][CH:6]=[CH:7][C:2]=5[Cl:1])[N:42]5[CH2:46][CH2:45][C@@H:44]([OH:47])[CH2:43]5)=[CH:10][N:11]=4)=[O:16])[CH2:18][CH2:19]3)=[CH:21][C:22]=2[O:26][CH2:25]1. The yield is 0.333. (2) The reactants are [CH2:1]([N:8]1[CH2:14][C:13]2[N:15]=[CH:16][C:17](Cl)=[N:18][C:12]=2[O:11][CH2:10][CH2:9]1)[C:2]1[CH:7]=[CH:6][CH:5]=[CH:4][CH:3]=1.[CH2:20]([C@@H:22]1[CH2:27][O:26][CH2:25][CH2:24][NH:23]1)[CH3:21].CC(C1C=C(C(C)C)C(C2C=CC=CC=2P(C2CCCCC2)C2CCCCC2)=C(C(C)C)C=1)C.CC(C)([O-])C.[Na+]. The catalyst is C1(C)C=CC=CC=1.C1C=CC(/C=C/C(/C=C/C2C=CC=CC=2)=O)=CC=1.C1C=CC(/C=C/C(/C=C/C2C=CC=CC=2)=O)=CC=1.C1C=CC(/C=C/C(/C=C/C2C=CC=CC=2)=O)=CC=1.[Pd].[Pd].O. The product is [CH2:1]([N:8]1[CH2:14][C:13]2[N:15]=[CH:16][C:17]([N:23]3[CH2:24][CH2:25][O:26][CH2:27][C@H:22]3[CH2:20][CH3:21])=[N:18][C:12]=2[O:11][CH2:10][CH2:9]1)[C:2]1[CH:7]=[CH:6][CH:5]=[CH:4][CH:3]=1. The yield is 0.330. (3) The reactants are Br[C:2]1[CH:10]=[CH:9][C:5]([C:6]([OH:8])=[O:7])=[C:4]([CH3:11])[CH:3]=1.[Li]CCCC.CN([CH:20]=[O:21])C. The catalyst is C1COCC1. The product is [CH:20]([C:2]1[CH:10]=[CH:9][C:5]([C:6]([OH:8])=[O:7])=[C:4]([CH3:11])[CH:3]=1)=[O:21]. The yield is 0.400. (4) The reactants are [C:1]1([S:7]([CH:10]2[CH2:14][CH2:13][NH:12][CH2:11]2)(=[O:9])=[O:8])[CH:6]=[CH:5][CH:4]=[CH:3][CH:2]=1.Cl[C:16]1[N:17]([CH2:38][CH:39]2[CH2:41][CH2:40]2)[C:18]2[C:23]([N:24]=1)=[C:22]([N:25]1[CH2:30][CH2:29][O:28][CH2:27][CH2:26]1)[N:21]=[C:20]([C:31]1[CH:32]=[N:33][C:34]([NH2:37])=[N:35][CH:36]=1)[N:19]=2. The catalyst is CS(C)=O. The product is [CH:39]1([CH2:38][N:17]2[C:16]([N:12]3[CH2:13][CH2:14][CH:10]([S:7]([C:1]4[CH:6]=[CH:5][CH:4]=[CH:3][CH:2]=4)(=[O:9])=[O:8])[CH2:11]3)=[N:24][C:23]3[C:18]2=[N:19][C:20]([C:31]2[CH:36]=[N:35][C:34]([NH2:37])=[N:33][CH:32]=2)=[N:21][C:22]=3[N:25]2[CH2:30][CH2:29][O:28][CH2:27][CH2:26]2)[CH2:40][CH2:41]1. The yield is 0.170.